Dataset: Full USPTO retrosynthesis dataset with 1.9M reactions from patents (1976-2016). Task: Predict the reactants needed to synthesize the given product. Given the product [F:1][C:2]1[CH:10]=[CH:9][C:5]([C:6]([N:27]2[CH2:28][CH2:29][CH2:30][CH:25]([C:22]3[N:21]=[C:20]([C:15]4[CH:16]=[CH:17][CH:18]=[CH:19][C:14]=4[F:13])[O:24][N:23]=3)[CH2:26]2)=[O:8])=[C:4]([CH3:11])[CH:3]=1, predict the reactants needed to synthesize it. The reactants are: [F:1][C:2]1[CH:10]=[CH:9][C:5]([C:6]([OH:8])=O)=[C:4]([CH3:11])[CH:3]=1.Cl.[F:13][C:14]1[CH:19]=[CH:18][CH:17]=[CH:16][C:15]=1[C:20]1[O:24][N:23]=[C:22]([CH:25]2[CH2:30][CH2:29][CH2:28][NH:27][CH2:26]2)[N:21]=1.